Dataset: Full USPTO retrosynthesis dataset with 1.9M reactions from patents (1976-2016). Task: Predict the reactants needed to synthesize the given product. (1) The reactants are: [Cl:1][C:2]1[CH:3]=[C:4]([OH:11])[C:5](=[CH:9][CH:10]=1)[C:6]([OH:8])=[O:7].C(=O)([O-])[O-].[K+].[K+].S(OCC)(O[CH2:22][CH3:23])(=O)=O.[CH3:27][C:28](C)=O. Given the product [Cl:1][C:2]1[CH:10]=[CH:9][C:5]([C:6]([O:8][CH2:22][CH3:23])=[O:7])=[C:4]([O:11][CH2:27][CH3:28])[CH:3]=1, predict the reactants needed to synthesize it. (2) The reactants are: FC1C=[C:4]([C:10]2[N:11]=[C:12]3[CH:17]=[C:16]([NH:18][CH3:19])[CH:15]=[CH:14][N:13]3[CH:20]=2)[CH:5]=[CH:6][C:7]=1OC.CNC1C=CN=C(N)C=1.BrCC(C1[N:38](C)[N:37]=[C:36](C)C=1)=O. Given the product [CH3:36][N:37]1[C:4]([C:10]2[N:11]=[C:12]3[CH:17]=[C:16]([NH:18][CH3:19])[CH:15]=[CH:14][N:13]3[CH:20]=2)=[CH:5][C:6]([CH3:7])=[N:38]1, predict the reactants needed to synthesize it. (3) Given the product [CH3:1][N:2]1[C:18](=[O:19])[N:5]2[C:6]([C:14]([F:16])([F:15])[F:17])=[CH:7][CH:8]=[C:9]([C:10]([OH:12])=[O:11])[C:4]2=[N:3]1, predict the reactants needed to synthesize it. The reactants are: [CH3:1][N:2]1[C:18](=[O:19])[N:5]2[C:6]([C:14]([F:17])([F:16])[F:15])=[CH:7][CH:8]=[C:9]([C:10]([O:12]C)=[O:11])[C:4]2=[N:3]1.[OH-].[Na+].Cl. (4) Given the product [C:1]([O:5][C:6](=[O:18])[NH:7][CH:8]([CH:12]1[CH2:17][CH2:16][CH2:15][CH2:14][CH2:13]1)[CH2:9][CH:10]=[O:11])([CH3:4])([CH3:2])[CH3:3], predict the reactants needed to synthesize it. The reactants are: [C:1]([O:5][C:6](=[O:18])[NH:7][CH:8]([CH:12]1[CH2:17][CH2:16][CH2:15][CH2:14][CH2:13]1)[CH2:9][CH2:10][OH:11])([CH3:4])([CH3:3])[CH3:2].C(N(CC)C(C)C)(C)C. (5) Given the product [Cl:1][C:2]1[CH:3]=[CH:4][C:5]([CH2:8][O:9][C:10]2[CH:15]=[CH:14][N:13]([C:18]3[CH:23]=[N:22][C:21]([N:24]4[CH2:28][CH2:27][CH:26]([N:29]([CH3:33])[CH:30]([CH3:31])[CH3:32])[CH2:25]4)=[CH:20][CH:19]=3)[C:12](=[O:16])[CH:11]=2)=[N:6][CH:7]=1, predict the reactants needed to synthesize it. The reactants are: [Cl:1][C:2]1[CH:3]=[CH:4][C:5]([CH2:8][O:9][C:10]2[CH:15]=[CH:14][NH:13][C:12](=[O:16])[CH:11]=2)=[N:6][CH:7]=1.Br[C:18]1[CH:19]=[CH:20][C:21]([N:24]2[CH2:28][CH2:27][CH:26]([N:29]([CH3:33])[CH:30]([CH3:32])[CH3:31])[CH2:25]2)=[N:22][CH:23]=1.[C@@H]1(N)CCCC[C@H]1N.[Na+].[I-].C([O-])([O-])=O.[K+].[K+]. (6) Given the product [F:23][CH:24]([F:36])[O:25][C:26]1[CH:35]=[CH:34][C:29]([C:30]2[N:12]=[C:11]([C:9]3[CH:10]=[C:5]([C:3]([OH:2])=[O:4])[C:6]([C:14]4[CH:19]=[CH:18][CH:17]=[CH:16][C:15]=4[N+:20]([O-:22])=[O:21])=[CH:7][CH:8]=3)[S:13][CH:31]=2)=[CH:28][CH:27]=1, predict the reactants needed to synthesize it. The reactants are: C[O:2][C:3]([C:5]1[C:6]([C:14]2[CH:19]=[CH:18][CH:17]=[CH:16][C:15]=2[N+:20]([O-:22])=[O:21])=[CH:7][CH:8]=[C:9]([C:11](=[S:13])[NH2:12])[CH:10]=1)=[O:4].[F:23][CH:24]([F:36])[O:25][C:26]1[CH:35]=[CH:34][C:29]([C:30](=O)[CH2:31]Br)=[CH:28][CH:27]=1. (7) Given the product [CH3:1][C:2]1([CH3:15])[O:6][C@@H:5]([CH2:7][N:8]2[C:12]([CH3:13])=[C:11]([B:28]3[O:32][C:31]([CH3:34])([CH3:33])[C:30]([CH3:36])([CH3:35])[O:29]3)[CH:10]=[N:9]2)[CH2:4][O:3]1, predict the reactants needed to synthesize it. The reactants are: [CH3:1][C:2]1([CH3:15])[O:6][C@@H:5]([CH2:7][N:8]2[C:12]([CH3:13])=[C:11](I)[CH:10]=[N:9]2)[CH2:4][O:3]1.C1COCC1.C([Mg]Cl)(C)C.CO[B:28]1[O:32][C:31]([CH3:34])([CH3:33])[C:30]([CH3:36])([CH3:35])[O:29]1.[NH4+].[Cl-]. (8) Given the product [Cl:1][C:2]1[CH:3]=[C:4]([NH:9][C:10]2[C:11]3[C:12](=[C:13]([F:18])[N:14]=[C:15]([F:17])[CH:16]=3)[O:19][C:24]=2[NH2:25])[CH:5]=[CH:6][C:7]=1[F:8], predict the reactants needed to synthesize it. The reactants are: [Cl:1][C:2]1[CH:3]=[C:4]([N:9]=[CH:10][C:11]2[CH:16]=[C:15]([F:17])[N:14]=[C:13]([F:18])[C:12]=2[OH:19])[CH:5]=[CH:6][C:7]=1[F:8].[Si]([C:24]#[N:25])(C)(C)C.[Si](OS(C(F)(F)F)(=O)=O)(C)(C)C. (9) Given the product [CH2:1]([C:3]1[C:10]([O:11][C:14]2[CH:19]=[CH:18][CH:17]=[CH:16][CH:15]=2)=[CH:9][CH:8]=[C:7]([CH2:12][CH3:13])[C:4]=1[CH:5]=[O:6])[CH3:2], predict the reactants needed to synthesize it. The reactants are: [CH2:1]([C:3]1[C:10]([OH:11])=[CH:9][CH:8]=[C:7]([CH2:12][CH3:13])[C:4]=1[CH:5]=[O:6])[CH3:2].[C:14]1(B(O)O)[CH:19]=[CH:18][CH:17]=[CH:16][CH:15]=1.